From a dataset of Forward reaction prediction with 1.9M reactions from USPTO patents (1976-2016). Predict the product of the given reaction. Given the reactants [Cl:1][C:2]1[CH:7]=[CH:6][C:5]([C@H:8]([N:19]2[CH2:22][CH:21]([C@@H:23]([C:28]3[CH:33]=[C:32]([F:34])[CH:31]=[C:30]([C:35]#[N:36])[CH:29]=3)[C:24]([F:27])([CH3:26])[CH3:25])[CH2:20]2)[C:9]2[CH:10]=[C:11]([CH:16]=[CH:17][CH:18]=2)[C:12]([NH:14][NH2:15])=[O:13])=[CH:4][CH:3]=1.[C:37](Cl)(Cl)=[O:38], predict the reaction product. The product is: [Cl:1][C:2]1[CH:3]=[CH:4][C:5]([C@@H:8]([C:9]2[CH:18]=[CH:17][CH:16]=[C:11]([C:12]3[O:13][C:37](=[O:38])[NH:15][N:14]=3)[CH:10]=2)[N:19]2[CH2:22][CH:21]([C@@H:23]([C:28]3[CH:29]=[C:30]([CH:31]=[C:32]([F:34])[CH:33]=3)[C:35]#[N:36])[C:24]([F:27])([CH3:26])[CH3:25])[CH2:20]2)=[CH:6][CH:7]=1.